This data is from NCI-60 drug combinations with 297,098 pairs across 59 cell lines. The task is: Regression. Given two drug SMILES strings and cell line genomic features, predict the synergy score measuring deviation from expected non-interaction effect. (1) Cell line: MOLT-4. Drug 1: CCCCC(=O)OCC(=O)C1(CC(C2=C(C1)C(=C3C(=C2O)C(=O)C4=C(C3=O)C=CC=C4OC)O)OC5CC(C(C(O5)C)O)NC(=O)C(F)(F)F)O. Synergy scores: CSS=65.8, Synergy_ZIP=-4.74, Synergy_Bliss=-7.94, Synergy_Loewe=-10.6, Synergy_HSA=-6.78. Drug 2: CC1=C(C(=O)C2=C(C1=O)N3CC4C(C3(C2COC(=O)N)OC)N4)N. (2) Drug 1: COC1=NC(=NC2=C1N=CN2C3C(C(C(O3)CO)O)O)N. Drug 2: C1=CN(C=N1)CC(O)(P(=O)(O)O)P(=O)(O)O. Cell line: UACC62. Synergy scores: CSS=5.87, Synergy_ZIP=-0.121, Synergy_Bliss=1.58, Synergy_Loewe=2.46, Synergy_HSA=1.98. (3) Drug 1: CNC(=O)C1=CC=CC=C1SC2=CC3=C(C=C2)C(=NN3)C=CC4=CC=CC=N4. Drug 2: CC1=C2C(C(=O)C3(C(CC4C(C3C(C(C2(C)C)(CC1OC(=O)C(C(C5=CC=CC=C5)NC(=O)OC(C)(C)C)O)O)OC(=O)C6=CC=CC=C6)(CO4)OC(=O)C)OC)C)OC. Cell line: HCT116. Synergy scores: CSS=72.9, Synergy_ZIP=13.8, Synergy_Bliss=12.5, Synergy_Loewe=-2.07, Synergy_HSA=14.6. (4) Drug 1: CC1=C(C=C(C=C1)C(=O)NC2=CC(=CC(=C2)C(F)(F)F)N3C=C(N=C3)C)NC4=NC=CC(=N4)C5=CN=CC=C5. Drug 2: CC1CCCC2(C(O2)CC(NC(=O)CC(C(C(=O)C(C1O)C)(C)C)O)C(=CC3=CSC(=N3)C)C)C. Cell line: UACC-257. Synergy scores: CSS=25.3, Synergy_ZIP=4.94, Synergy_Bliss=4.20, Synergy_Loewe=-12.2, Synergy_HSA=0.0700. (5) Drug 1: C1CCN(CC1)CCOC2=CC=C(C=C2)C(=O)C3=C(SC4=C3C=CC(=C4)O)C5=CC=C(C=C5)O. Drug 2: CC1=C(C=C(C=C1)NC(=O)C2=CC=C(C=C2)CN3CCN(CC3)C)NC4=NC=CC(=N4)C5=CN=CC=C5. Cell line: SR. Synergy scores: CSS=-9.86, Synergy_ZIP=1.68, Synergy_Bliss=-4.68, Synergy_Loewe=-8.99, Synergy_HSA=-10.9. (6) Drug 1: CN1CCC(CC1)COC2=C(C=C3C(=C2)N=CN=C3NC4=C(C=C(C=C4)Br)F)OC. Drug 2: CC12CCC3C(C1CCC2O)C(CC4=C3C=CC(=C4)O)CCCCCCCCCS(=O)CCCC(C(F)(F)F)(F)F. Cell line: HCC-2998. Synergy scores: CSS=7.09, Synergy_ZIP=0.925, Synergy_Bliss=3.63, Synergy_Loewe=-0.104, Synergy_HSA=1.02. (7) Drug 1: C1=CC(=CC=C1CCCC(=O)O)N(CCCl)CCCl. Drug 2: CN(CC1=CN=C2C(=N1)C(=NC(=N2)N)N)C3=CC=C(C=C3)C(=O)NC(CCC(=O)O)C(=O)O. Cell line: HOP-92. Synergy scores: CSS=10.5, Synergy_ZIP=-8.00, Synergy_Bliss=-2.16, Synergy_Loewe=-4.10, Synergy_HSA=-0.701. (8) Drug 1: CC(CN1CC(=O)NC(=O)C1)N2CC(=O)NC(=O)C2. Drug 2: C1CN1P(=S)(N2CC2)N3CC3. Cell line: NCI-H522. Synergy scores: CSS=25.5, Synergy_ZIP=-5.20, Synergy_Bliss=-2.39, Synergy_Loewe=0.594, Synergy_HSA=1.17.